This data is from Catalyst prediction with 721,799 reactions and 888 catalyst types from USPTO. The task is: Predict which catalyst facilitates the given reaction. (1) The catalyst class is: 3. Reactant: [F:1][C:2]1[N:10]=[C:9]2[C:5]([NH:6][CH:7]=[N:8]2)=[C:4]([Cl:11])[N:3]=1.C(=O)([O-])[O-].[K+].[K+].[CH:18](I)([CH3:20])[CH3:19]. Product: [Cl:11][C:4]1[N:3]=[C:2]([F:1])[N:10]=[C:9]2[C:5]=1[N:6]=[CH:7][N:8]2[CH:18]([CH3:20])[CH3:19]. (2) Reactant: [CH2:1]([C@@:3]12[CH2:27][CH2:26][C@@:25]([C:29]#[CH:30])([OH:28])[CH2:24][C@H:4]1[CH2:5][CH2:6][CH2:7][C:8]1[C:9]2=[CH:10][C:11]2[CH:12]=[N:13][N:14]([C:17]3[CH:22]=[CH:21][C:20]([F:23])=[CH:19][CH:18]=3)[C:15]=2[CH:16]=1)[CH3:2]. The catalyst class is: 354. Product: [CH2:29]([C@:25]1([OH:28])[CH2:24][C@H:4]2[CH2:5][CH2:6][CH2:7][C:8]3[C:9](=[CH:10][C:11]4[CH:12]=[N:13][N:14]([C:17]5[CH:22]=[CH:21][C:20]([F:23])=[CH:19][CH:18]=5)[C:15]=4[CH:16]=3)[C@:3]2([CH2:1][CH3:2])[CH2:27][CH2:26]1)[CH3:30]. (3) Reactant: S(Cl)([Cl:3])=O.[C:5]([O:9][C:10]([C:12]1[C:31]([F:32])=[CH:30][C:15]([O:16][CH2:17][C:18]2([CH3:29])[CH2:21][N:20](C(OC(C)(C)C)=O)[CH2:19]2)=[C:14]([CH:33]2[CH2:35][CH2:34]2)[CH:13]=1)=[O:11])(C)(C)C. Product: [ClH:3].[CH:33]1([C:14]2[C:15]([O:16][CH2:17][C:18]3([CH3:29])[CH2:19][NH:20][CH2:21]3)=[CH:30][C:31]([F:32])=[C:12]([CH:13]=2)[C:10]([O:9][CH3:5])=[O:11])[CH2:34][CH2:35]1. The catalyst class is: 5. (4) Reactant: [Cl:1][C:2]1[C:3]([F:12])=[CH:4][C:5]([OH:11])=[C:6]([C:8](=[O:10])[CH3:9])[CH:7]=1.[I:13]N1C(=O)CCC1=O. Product: [Cl:1][C:2]1[C:3]([F:12])=[C:4]([I:13])[C:5]([OH:11])=[C:6]([C:8](=[O:10])[CH3:9])[CH:7]=1. The catalyst class is: 15. (5) Reactant: [BH4-].[Na+].[F:3][C:4]([F:19])([F:18])[C:5]1[CH:17]=[CH:16][C:8]([C:9]([CH:11]2[CH2:13][CH:12]2[C:14]#[N:15])=[O:10])=[CH:7][CH:6]=1.[Cl-].[NH4+]. Product: [OH:10][CH:9]([C:8]1[CH:7]=[CH:6][C:5]([C:4]([F:3])([F:18])[F:19])=[CH:17][CH:16]=1)[CH:11]1[CH2:13][CH:12]1[C:14]#[N:15]. The catalyst class is: 162. (6) Reactant: C(N(CC)CC)C.[CH2:8]([N:10]=[C:11]=[O:12])[CH3:9].[Cl:13][C:14]1[CH:19]=[C:18]([C:20]([F:23])([F:22])[F:21])[CH:17]=[C:16]([Cl:24])[C:15]=1[O:25][C:26]1[CH:30]=[C:29]([C:31]([O:33][CH3:34])=[O:32])[NH:28][N:27]=1.Cl. Product: [Cl:24][C:16]1[CH:17]=[C:18]([C:20]([F:23])([F:21])[F:22])[CH:19]=[C:14]([Cl:13])[C:15]=1[O:25][C:26]1[CH:30]=[C:29]([C:31]([O:33][CH3:34])=[O:32])[N:28]([C:11](=[O:12])[NH:10][CH2:8][CH3:9])[N:27]=1. The catalyst class is: 13. (7) Reactant: [N-:1]=[N+:2]=[N-:3].[Na+].[O:5]=[CH:6][C:7]#[C:8][C:9]1[CH:16]=[CH:15][C:12]([C:13]#[N:14])=[CH:11][CH:10]=1.OP([O-])(O)=O.[K+]. Product: [CH:6]([C:7]1[C:8]([C:9]2[CH:10]=[CH:11][C:12]([C:13]#[N:14])=[CH:15][CH:16]=2)=[N:1][NH:2][N:3]=1)=[O:5]. The catalyst class is: 16.